This data is from Experimentally validated miRNA-target interactions with 360,000+ pairs, plus equal number of negative samples. The task is: Binary Classification. Given a miRNA mature sequence and a target amino acid sequence, predict their likelihood of interaction. (1) The miRNA is mmu-miR-340-5p with sequence UUAUAAAGCAAUGAGACUGAUU. The protein sequence of the target gene is MQQAGLTLMAVAVCVAFQTSEAILPMASSCCTEVSHHVSGRLLERVSSCSIQRADGDCDLAAVILHVKRRRICISPHNRTLKQWMRASEVKKNGRENVCSGKKQPSRKDRKGHTTRKHRTRGTHRHEASR. Result: 1 (interaction). (2) The miRNA is hsa-miR-4691-5p with sequence GUCCUCCAGGCCAUGAGCUGCGG. The protein sequence of the target gene is MWERLNCAAEDFYSRLLQKFNEEKKGIRKDPFLYEADVQVQLISKGQPNPLKNILNENDIVFIVEKVPLEKEETSHIEELQSEETAISDFSTGENVGPLALPVGKARQLIGLYTMAHNPNMTHLKINLPVTALPPLWVRCDSSDPEGTCWLGAELITTNNSITGIVLYVVSCKADKNYSVNLENLKNLHKKRHHLSTVTSKGFAQYELFKSSALDDTITASQTAIALDISWSPVDEILQIPPLSSTATLNIKVESGEPRGPLNHLYRELKFLLVLADGLRTGVTEWLEPLEAKSAVELVQ.... Result: 1 (interaction). (3) The miRNA is hsa-miR-6849-3p with sequence ACCAGCCUGUGUCCACCUCCAG. The protein sequence of the target gene is MADPEVCCFITKILCAHGGRMALDALLQEIALSEPQLCEVLQVAGPDRFVVLETGGEAGITRSVVATTRARVCRRKYCQRPCDNLHLCKLNLLGRCNYSQSERNLCKYSHEVLSEENFKVLKNHELSGLNKEELAVLLLQSDPFFMPEICKSYKGEGRQQICNQQPPCSRLHICDHFTRGNCRFPNCLRSHNLMDRKVLAIMREHGLNPDVVQNIQDICNSKHMQKNPPGPRAPSSHRRNMAYRARSKSRDRFFQGSQEFLASASASAERSCTPSPDQISHRASLEDAPVDDLTRKFTYL.... Result: 1 (interaction).